The task is: Predict the reactants needed to synthesize the given product.. This data is from Full USPTO retrosynthesis dataset with 1.9M reactions from patents (1976-2016). (1) Given the product [Cl:20][C:15]1[CH:14]=[C:13]([C:9]([CH3:12])([CH3:11])[CH3:10])[CH:18]=[CH:17][C:16]=1[CH2:19][Br:1], predict the reactants needed to synthesize it. The reactants are: [Br:1]N1C(=O)CCC1=O.[C:9]([C:13]1[CH:18]=[CH:17][C:16]([CH3:19])=[C:15]([Cl:20])[CH:14]=1)([CH3:12])([CH3:11])[CH3:10]. (2) Given the product [Br:100][C:101]1[CH:102]=[N:103][C:104]2[CH2:105][CH2:106][N:107]([C:66]([C:65]3[CH:69]=[C:70]([C:73](=[O:88])[NH:74][S:75]([C:78]4[CH:87]=[CH:86][C:85]5[C:80](=[CH:81][CH:82]=[CH:83][CH:84]=5)[CH:79]=4)(=[O:77])=[O:76])[CH:71]=[CH:72][C:64]=3[N:61]3[C:62]([CH3:63])=[C:58]([Cl:57])[C:59]([C:89]([N:90]([CH2:91][CH2:92][CH2:93][CH3:94])[CH2:95][CH2:96][CH2:97][CH3:98])=[O:99])=[N:60]3)=[O:68])[CH2:108][C:109]=2[CH:110]=1, predict the reactants needed to synthesize it. The reactants are: ClC1C(C(=O)N(CCCC)CCCC)=NN(C2C=CC(C(=O)NS(C3C=CC4C(=CC=CC=4)C=3)(=O)=O)=CC=2C(N2[C@@H](C(OC)=O)CC3C(=CC=CC=3)C2)=O)C=1C.[Cl:57][C:58]1[C:59]([C:89](=[O:99])[N:90]([CH2:95][CH2:96][CH2:97][CH3:98])[CH2:91][CH2:92][CH2:93][CH3:94])=[N:60][N:61]([C:64]2[CH:72]=[CH:71][C:70]([C:73](=[O:88])[NH:74][S:75]([C:78]3[CH:87]=[CH:86][C:85]4[C:80](=[CH:81][CH:82]=[CH:83][CH:84]=4)[CH:79]=3)(=[O:77])=[O:76])=[CH:69][C:65]=2[C:66]([OH:68])=O)[C:62]=1[CH3:63].[Br:100][C:101]1[CH:102]=[N:103][C:104]2[CH2:105][CH2:106][NH:107][CH2:108][C:109]=2[CH:110]=1. (3) Given the product [Br:1][C:2]1[C:3]([C:13]2[CH:18]=[CH:17][CH:16]=[CH:15][CH:14]=2)=[CH:4][C:5]2[N:10]([CH2:20][CH3:21])[C:9](=[O:11])[CH2:8][O:7][C:6]=2[N:12]=1, predict the reactants needed to synthesize it. The reactants are: [Br:1][C:2]1[C:3]([C:13]2[CH:18]=[CH:17][CH:16]=[CH:15][CH:14]=2)=[CH:4][C:5]2[NH:10][C:9](=[O:11])[CH2:8][O:7][C:6]=2[N:12]=1.I[CH2:20][CH3:21].C(=O)([O-])[O-].[K+].[K+]. (4) Given the product [CH3:21][O:20][CH:3]([O:2][CH3:1])[C:4]1[C:9]([O:10][CH2:11][O:12][CH3:13])=[C:8]([C:14]([F:15])([F:16])[F:17])[CH:7]=[CH:6][C:5]=1[CH2:18][O:19][C:23]1[CH:24]=[CH:25][C:26]([C:29]2[CH:34]=[CH:33][CH:32]=[C:31]([CH2:35][C:36]([O:38][CH3:39])=[O:37])[CH:30]=2)=[CH:27][CH:28]=1, predict the reactants needed to synthesize it. The reactants are: [CH3:1][O:2][CH:3]([O:20][CH3:21])[C:4]1[C:9]([O:10][CH2:11][O:12][CH3:13])=[C:8]([C:14]([F:17])([F:16])[F:15])[CH:7]=[CH:6][C:5]=1[CH2:18][OH:19].O[C:23]1[CH:28]=[CH:27][C:26]([C:29]2[CH:34]=[CH:33][CH:32]=[C:31]([CH2:35][C:36]([O:38][CH3:39])=[O:37])[CH:30]=2)=[CH:25][CH:24]=1.